From a dataset of Forward reaction prediction with 1.9M reactions from USPTO patents (1976-2016). Predict the product of the given reaction. (1) Given the reactants [OH:1][C:2]1[C:6]2[CH:7]=[CH:8][C:9]([CH:11]=O)=[CH:10][C:5]=2[O:4][CH:3]=1.[C:13]1(P([C:13]2[CH:18]=CC=[CH:15][CH:14]=2)[C:13]2[CH:18]=CC=[CH:15][CH:14]=2)[CH:18]=CC=[CH:15][CH:14]=1.C([Li])CCC, predict the reaction product. The product is: [CH:11](/[C:9]1[CH:8]=[CH:7][C:6]2[C:2]([OH:1])=[CH:3][O:4][C:5]=2[CH:10]=1)=[CH:18]\[CH:13]=[CH:14]\[CH3:15]. (2) Given the reactants [Na].[CH2:2]([N:9]1[CH2:14][CH2:13][C:12]([NH:18][C:19]2[CH:24]=[CH:23][CH:22]=[CH:21][CH:20]=2)([C:15]([OH:17])=[O:16])[CH2:11][CH2:10]1)[C:3]1[CH:8]=[CH:7][CH:6]=[CH:5][CH:4]=1.[C:25](O[C:25](=[O:28])[CH2:26][CH3:27])(=[O:28])[CH2:26][CH3:27], predict the reaction product. The product is: [CH2:2]([N:9]1[CH2:10][CH2:11][C:12]([N:18]([C:19]2[CH:24]=[CH:23][CH:22]=[CH:21][CH:20]=2)[C:25](=[O:28])[CH2:26][CH3:27])([C:15]([OH:17])=[O:16])[CH2:13][CH2:14]1)[C:3]1[CH:4]=[CH:5][CH:6]=[CH:7][CH:8]=1. (3) Given the reactants [Cl:1][C:2]1[CH:3]=[CH:4][C:5]2[O:11][CH2:10][CH:9]3[CH2:12][N:13](C(OC(C)(C)C)=O)[CH2:14][CH2:15][N:8]3[C:7](=[O:23])[C:6]=2[CH:24]=1, predict the reaction product. The product is: [ClH:1].[Cl:1][C:2]1[CH:3]=[CH:4][C:5]2[O:11][CH2:10][CH:9]3[CH2:12][NH:13][CH2:14][CH2:15][N:8]3[C:7](=[O:23])[C:6]=2[CH:24]=1. (4) Given the reactants Cl[C:2]1[N:11]=[CH:10][C:9]2[N:8]([C:12]3[CH:13]=[C:14]([CH:17]=[CH:18][CH:19]=3)[C:15]#[N:16])[C:7](=[O:20])[C@@H:6]([CH2:21][F:22])[N:5]([CH:23]3[CH2:27][CH2:26][CH2:25][CH2:24]3)[C:4]=2[N:3]=1.[F:28][C:29]1[CH:30]=[C:31]([NH2:38])[CH:32]=[C:33]2[C:37]=1[NH:36][N:35]=[CH:34]2, predict the reaction product. The product is: [CH:23]1([N:5]2[C:4]3[N:3]=[C:2]([NH:38][C:31]4[CH:32]=[C:33]5[C:37](=[C:29]([F:28])[CH:30]=4)[NH:36][N:35]=[CH:34]5)[N:11]=[CH:10][C:9]=3[N:8]([C:12]3[CH:13]=[C:14]([CH:17]=[CH:18][CH:19]=3)[C:15]#[N:16])[C:7](=[O:20])[C@H:6]2[CH2:21][F:22])[CH2:27][CH2:26][CH2:25][CH2:24]1. (5) Given the reactants [F:1][C:2]1[N:7]=[CH:6][C:5]([OH:8])=[CH:4][CH:3]=1.[CH3:9][O:10][CH2:11][CH2:12]Br.C(=O)([O-])[O-].[K+].[K+].CN(C=O)C, predict the reaction product. The product is: [F:1][C:2]1[CH:3]=[CH:4][C:5]([O:8][CH2:12][CH2:11][O:10][CH3:9])=[CH:6][N:7]=1. (6) Given the reactants Br[C:2]1[C:10]2[C:9](=[O:11])[N:8]([CH3:12])[C:7](=[O:13])[N:6]([CH3:14])[C:5]=2[S:4][C:3]=1[C:15]([O:17][CH2:18][CH3:19])=[O:16].C(=O)([O-])[O-].[Cs+].[Cs+].[CH2:26](B1OC(C)(C)C(C)(C)O1)[CH:27]=[CH2:28], predict the reaction product. The product is: [CH2:28]([C:2]1[C:10]2[C:9](=[O:11])[N:8]([CH3:12])[C:7](=[O:13])[N:6]([CH3:14])[C:5]=2[S:4][C:3]=1[C:15]([O:17][CH2:18][CH3:19])=[O:16])[CH:27]=[CH2:26]. (7) Given the reactants [CH3:1][O:2][CH2:3][C@@H:4]([NH:12][C:13](=[O:35])[C@H:14]([NH:27]C(OC(C)(C)C)=O)[C:15]1[CH:20]=[CH:19][C:18]([C:21]2[CH:26]=[CH:25][CH:24]=[CH:23][CH:22]=2)=[CH:17][CH:16]=1)[CH2:5][C:6]1[CH:11]=[CH:10][CH:9]=[CH:8][CH:7]=1.[ClH:36], predict the reaction product. The product is: [ClH:36].[CH3:1][O:2][CH2:3][C@@H:4]([NH:12][C:13](=[O:35])[C@H:14]([NH2:27])[C:15]1[CH:16]=[CH:17][C:18]([C:21]2[CH:26]=[CH:25][CH:24]=[CH:23][CH:22]=2)=[CH:19][CH:20]=1)[CH2:5][C:6]1[CH:7]=[CH:8][CH:9]=[CH:10][CH:11]=1.